Dataset: Forward reaction prediction with 1.9M reactions from USPTO patents (1976-2016). Task: Predict the product of the given reaction. (1) Given the reactants [CH2:1]1[CH:3]([NH2:4])[CH:2]1[C:5]1[CH:10]=[CH:9][C:8]([O:11][CH2:12][C:13]2[CH:18]=[CH:17][CH:16]=[CH:15][CH:14]=2)=[CH:7][C:6]=1[O:19][CH2:20][C:21]1[CH:26]=[CH:25][CH:24]=[CH:23][CH:22]=1.CC(COC1C=CC(C2C(N)C2)=C(OCC(C)C)C=1)C, predict the reaction product. The product is: [CH2:16]1[CH2:15][CH2:14][CH:13]([CH2:12][O:11][C:8]2[CH:9]=[CH:10][C:5]([CH:2]3[CH:3]([NH2:4])[CH2:1]3)=[C:6]([O:19][CH2:20][CH:21]3[CH2:26][CH2:25][CH2:24][CH2:23][CH2:22]3)[CH:7]=2)[CH2:18][CH2:17]1. (2) The product is: [C:1]12([C:11]3[CH:12]=[C:13]([C:26]4[CH:27]=[C:28]([CH:31]=[CH:32][CH:33]=4)[CH:29]=[O:30])[CH:14]=[C:15]([F:25])[C:16]=3[OH:17])[CH2:10][CH:5]3[CH2:4][CH:3]([CH2:9][CH:7]([CH2:6]3)[CH2:8]1)[CH2:2]2. Given the reactants [C:1]12([C:11]3[CH:12]=[C:13]([C:26]4[CH:27]=[C:28]([CH:31]=[CH:32][CH:33]=4)[CH:29]=[O:30])[CH:14]=[C:15]([F:25])[C:16]=3[O:17][Si](C(C)(C)C)(C)C)[CH2:10][CH:5]3[CH2:6][CH:7]([CH2:9][CH:3]([CH2:4]3)[CH2:2]1)[CH2:8]2.[F-].C([N+](CCCC)(CCCC)CCCC)CCC, predict the reaction product.